From a dataset of Experimentally validated miRNA-target interactions with 360,000+ pairs, plus equal number of negative samples. Binary Classification. Given a miRNA mature sequence and a target amino acid sequence, predict their likelihood of interaction. (1) The miRNA is hsa-miR-4711-3p with sequence CGUGUCUUCUGGCUUGAU. The protein sequence of the target gene is MYSGNRSGDQGYWEDGAGAEGAAPAGTRSPAPLFSPTAYERLALLLGCLALLGVGGNLLVLLLYSKFPRLRTPTHLFLVNLSLGDLLVSLFGVTFTFASCLRNGWVWDAVGCAWDGFSGSLFGFVSITTLTVLAYERYIRVVHARVINFSWAWRAITYIWLYSLAWAGAPLLGWNRYILDIHGLGCTVDWRSKDANDSSFVLFLFLGCLVVPVGIIAHCYGHILYSVRMLRCVEDLQTIQVIKMLRYEKKVAKMCFLMAFVFLTCWMPYIVTRFLVVNGYGHLVTPTVSIVSYLFAKSST.... Result: 0 (no interaction). (2) Result: 0 (no interaction). The protein sequence of the target gene is MDPAPSLGCSLKDVKWSSVAVPLDLLVSTYRLPQIARLDNGECVEGLRENDYLLIHSCRQWTTITAHSLEEGHYVIGPKIEIPVHYAGQFKLLEQDRDIKEPVQYFNSVEEVAKAFPERVYVMEDITFNVKVASGECNEDTEVYNITLCTGDELTLMGQAEILYAKTFKEKSRLNTIFKKIGKLNSISKLGKGKMPCLICMNHRTNESISLPFQCKGRFSTRSPLELQMQEGEHTIRNIVEKTRLPVNVTVPSPPPRNPYDLHFIREGHRYKFVNIQTKTVVVCCVLRNNKILPMHFPLH.... The miRNA is mmu-miR-2183 with sequence UUGAACCCCUGACCUCCU. (3) The protein sequence of the target gene is MRPAVLGSPDRAPPEDEGPVMVKLEDSEEEGEAALWDPGPEAARLRFRCFRYEEATGPQEALAQLRELCRQWLRPEVRSKEQMLELLVLEQFLGALPPEIQARVQGQRPGSPEEAAALVDGLRREPGGPRRWVTVQVQGQEVLSEKMEPSSFQPLPETEPPTPEPGPKTPPRTMQESPLGLQVKEESEVTEDSDFLESGPLAATQESVPTLLPEEAQRCGTVLDQIFPHSKTGPEGPSWREHPRALWHEEAGGIFSPGFALQLGSISAGPGSVSPHLHVPWDLGMAGLSGQIQSPSREGG.... Result: 0 (no interaction). The miRNA is hsa-miR-4655-3p with sequence ACCCUCGUCAGGUCCCCGGGG. (4) The miRNA is hsa-miR-1827 with sequence UGAGGCAGUAGAUUGAAU. The protein sequence of the target gene is MESTLSASNMQDPSSSPLEKCLGSANGNGDLDSEEGSSLEETGFNWGEYLEETGASAAPHTSFKHVEISIQSNFQPGMKLEVANKNNPDTYWVATIITTCGQLLLLRYCGYGEDRRADFWCDVVIADLHPVGWCTQNNKVLMPPDAIKEKYTDWTEFLIRDLTGSRTAPANLLEGPLRGKGPIDLITVGSLIELQDSQNPFQYWIVSVIENVGGRLRLRYVGLEDTESYDQWLFYLDYRLRPVGWCQENKYRMDPPSEIYPLKMASEWKCTLEKSLIDAAKFPLPMEVFKDHADLRSHFF.... Result: 1 (interaction). (5) The miRNA is hsa-miR-1307-3p with sequence ACUCGGCGUGGCGUCGGUCGUG. The protein sequence of the target gene is MLEGHESYDTENFYFREIRKNLQEVDFQWKDGEINYKEGPMTHKNNLTGQRVRHSQGDVENKHMENQLILRFQSGLGELQKFQTAEKIYGCNQIERTVNNCFLASPLQRIFPGVQTNISRKYGNDFLQLSLPTQDEKTHIREKPYIGNECGKAFRVSSSLINHQMIHTTEKPYRCNESGKAFHRGSLLTVHQIVHTRGKPYQCDVCGRIFRQNSDLVNHRRSHTGDKPYICNECGKSFSKSSHLAVHQRIHTGEKPYKCNRCGKCFSQSSSLATHQTVHTGDKPYKCNECGKTFKRNSSL.... Result: 1 (interaction). (6) The miRNA is hsa-miR-6750-3p with sequence GAACUCACCCUCUGCUCCCAG. The protein sequence of the target gene is MLDLEVVPERSLGNEQWEFTLGMPLAQAVAILQKHCRIIKNVQVLYSEQSPLSHDLILNLTQDGIKLMFDAFNQRLKVIEVCDLTKVKLKYCGVHFNSQAIAPTIEQIDQSFGATHPGVYNSAEQLFHLNFRGLSFSFQLDSWTEAPKYEPNFAHGLASLQIPHGATVKRMYIYSGNSLQDTKAPMMPLSCFLGNVYAESVDVLRDGTGPAGLRLRLLAAGCGPGLLADAKMRVFERSVYFGDSCQDVLSMLGSPHKVFYKSEDKMKIHSPSPHKQVPSKCNDYFFNYFTLGVDILFDAN.... Result: 1 (interaction). (7) The miRNA is mmu-miR-142a-5p with sequence CAUAAAGUAGAAAGCACUACU. The protein sequence of the target gene is MVGKSQQTDVIEKKKHMAIPKSSSPKATHRIGNTSGSKGSYSAKAYESIRVSSELQQTWTKRKHGQEMTSKSLQTDTIVEEKKEVKLVEETVVPEEKSADVREAAIELPESVQDVEIPPNIPSVQLKMDRSQQTSRTGYWTMMNIPPVEKVDKEQQTYFSESEIVVISRPDSSSTKSKEDALKHKSSGKIFASEHPEFQPATNSNEEIGQKNISRTSFTQETKKGPPVLLEDELREEVTVPVVQEGSAVKKVASAEIEPPSTEKFPAKIQPPLVEEATAKAEPRPAEETHVQVQPSTEET.... Result: 0 (no interaction).